This data is from Forward reaction prediction with 1.9M reactions from USPTO patents (1976-2016). The task is: Predict the product of the given reaction. Given the reactants [CH2:1]([O:3][C:4](=[O:12])[C:5]1[CH:10]=[CH:9][C:8]([NH2:11])=[CH:7][CH:6]=1)[CH3:2].[Cl:13][C:14]1[CH:22]=[CH:21][C:17]([C:18](Cl)=[O:19])=[CH:16][CH:15]=1, predict the reaction product. The product is: [CH2:1]([O:3][C:4](=[O:12])[C:5]1[CH:10]=[CH:9][C:8]([NH:11][C:18](=[O:19])[C:17]2[CH:21]=[CH:22][C:14]([Cl:13])=[CH:15][CH:16]=2)=[CH:7][CH:6]=1)[CH3:2].